Dataset: Full USPTO retrosynthesis dataset with 1.9M reactions from patents (1976-2016). Task: Predict the reactants needed to synthesize the given product. Given the product [N:1]12[CH2:6][CH2:5][CH:4]([CH2:7][CH2:8]1)[C@@H:3]([NH:9][C:10]([C:12]1[S:13][C:14]([C:17]3[CH:22]=[CH:21][CH:20]=[C:19]([CH2:23][OH:24])[CH:18]=3)=[CH:15][CH:16]=1)=[O:11])[CH2:2]2, predict the reactants needed to synthesize it. The reactants are: [N:1]12[CH2:8][CH2:7][CH:4]([CH2:5][CH2:6]1)[C@@H:3]([NH:9][C:10]([C:12]1[S:13][C:14]([C:17]3[CH:22]=[CH:21][CH:20]=[C:19]([CH:23]=[O:24])[CH:18]=3)=[CH:15][CH:16]=1)=[O:11])[CH2:2]2.[BH4-].[Na+].